From a dataset of Full USPTO retrosynthesis dataset with 1.9M reactions from patents (1976-2016). Predict the reactants needed to synthesize the given product. (1) Given the product [C:48]([O:51][C:52]([N:12]([CH2:11][CH2:10][CH2:9][N:8]([C:6]([O:5][C:1]([CH3:4])([CH3:2])[CH3:3])=[O:7])[CH2:24][CH2:25][CH2:26][CH2:27][N:28]([C:40]([O:42][C:43]([CH3:46])([CH3:45])[CH3:44])=[O:41])[CH2:29][CH2:30][CH2:31][NH:32][C:33]([O:35][C:36]([CH3:37])([CH3:39])[CH3:38])=[O:34])[CH2:13][C:14]([O:16][CH2:17][C:18]1[CH:19]=[CH:20][CH:21]=[CH:22][CH:23]=1)=[O:15])=[O:53])([CH3:50])([CH3:49])[CH3:47], predict the reactants needed to synthesize it. The reactants are: [C:1]([O:5][C:6]([N:8]([CH2:24][CH2:25][CH2:26][CH2:27][N:28]([C:40]([O:42][C:43]([CH3:46])([CH3:45])[CH3:44])=[O:41])[CH2:29][CH2:30][CH2:31][NH:32][C:33]([O:35][C:36]([CH3:39])([CH3:38])[CH3:37])=[O:34])[CH2:9][CH2:10][CH2:11][NH:12][CH2:13][C:14]([O:16][CH2:17][C:18]1[CH:23]=[CH:22][CH:21]=[CH:20][CH:19]=1)=[O:15])=[O:7])([CH3:4])([CH3:3])[CH3:2].[CH3:47][C:48]([O:51][C:52](O[C:52]([O:51][C:48]([CH3:50])([CH3:49])[CH3:47])=[O:53])=[O:53])([CH3:50])[CH3:49]. (2) Given the product [CH3:31][O:30][C:19]1[N:20]=[N:21][C:22]([C:24]2[CH:29]=[CH:28][N:27]=[CH:26][CH:25]=2)=[CH:23][C:18]=1[C:3]1[NH:4][C:5]2[C:10]([C:2]=1[C:32]1[CH:37]=[CH:36][CH:35]=[CH:34][CH:33]=1)=[CH:9][CH:8]=[C:7]([CH2:11][N:12]1[CH2:17][CH2:16][CH2:15][CH2:14][CH2:13]1)[CH:6]=2, predict the reactants needed to synthesize it. The reactants are: I[C:2]1[C:10]2[C:5](=[CH:6][C:7]([CH2:11][N:12]3[CH2:17][CH2:16][CH2:15][CH2:14][CH2:13]3)=[CH:8][CH:9]=2)[NH:4][C:3]=1[C:18]1[CH:23]=[C:22]([C:24]2[CH:29]=[CH:28][N:27]=[CH:26][CH:25]=2)[N:21]=[N:20][C:19]=1[O:30][CH3:31].[C:32]1(B(O)O)[CH:37]=[CH:36][CH:35]=[CH:34][CH:33]=1. (3) Given the product [CH:12]1([CH:17]([C:7]2[C:2]([Cl:1])=[N:3][C:4]([S:9][CH3:10])=[N:5][C:6]=2[Cl:8])[OH:18])[CH2:16][CH2:15][CH2:14][CH2:13]1, predict the reactants needed to synthesize it. The reactants are: [Cl:1][C:2]1[CH:7]=[C:6]([Cl:8])[N:5]=[C:4]([S:9][CH3:10])[N:3]=1.[Li].[CH:12]1([CH:17]=[O:18])[CH2:16][CH2:15][CH2:14][CH2:13]1. (4) Given the product [NH2:43][C:42]1[N:44]=[CH:18][C:15]2[CH2:16][C@H:17]3[N:8]([CH2:1][C:2]4[CH:7]=[CH:6][CH:5]=[CH:4][CH:3]=4)[CH2:9][C@@H:10]([NH:23][C:24](=[O:33])[N:25]([CH2:28][CH2:29][N:30]([CH3:32])[CH3:31])[CH2:26][CH3:27])[CH2:11][C@@H:12]3[CH2:13][C:14]=2[N:41]=1, predict the reactants needed to synthesize it. The reactants are: [CH2:1]([N:8]1[C@H:17]2[C@@H:12]([CH2:13][C:14](=O)[C:15](=[CH:18]N(C)C)[CH2:16]2)[CH2:11][C@H:10]([NH:23][C:24](=[O:33])[N:25]([CH2:28][CH2:29][N:30]([CH3:32])[CH3:31])[CH2:26][CH3:27])[CH2:9]1)[C:2]1[CH:7]=[CH:6][CH:5]=[CH:4][CH:3]=1.C(O)C.C(=O)(O)O.[NH2:41][C:42]([NH2:44])=[NH:43]. (5) Given the product [C:6]([NH2:8])(=[O:7])[C:5]1[CH:28]=[CH:29][CH:2]=[N:3][CH:4]=1, predict the reactants needed to synthesize it. The reactants are: Cl[C:2]1[CH:29]=[CH:28][C:5]([C:6]([NH:8]CC2C(=O)C3C(=CC(Cl)=CC=3)N(C3C=CC=CC=3)C=2)=[O:7])=[CH:4][N:3]=1.O[C@H]1CCNC1. (6) The reactants are: [N+:1]([C:4]1[CH:5]=[C:6]2[C:11](=[C:12]([C:14]([O:16][CH3:17])=[O:15])[CH:13]=1)[N:10]=[CH:9][NH:8][C:7]2=O)([O-:3])=[O:2].O=P(Cl)(Cl)Cl.CCN(C(C)C)C(C)C.[Cl:33][C:34]1[CH:41]=[CH:40][C:37]([CH2:38][NH2:39])=[CH:36][C:35]=1[C:42]([F:45])([F:44])[F:43]. Given the product [Cl:33][C:34]1[CH:41]=[CH:40][C:37]([CH2:38][NH:39][C:7]2[C:6]3[C:11](=[C:12]([C:14]([O:16][CH3:17])=[O:15])[CH:13]=[C:4]([N+:1]([O-:3])=[O:2])[CH:5]=3)[N:10]=[CH:9][N:8]=2)=[CH:36][C:35]=1[C:42]([F:43])([F:44])[F:45], predict the reactants needed to synthesize it.